This data is from Forward reaction prediction with 1.9M reactions from USPTO patents (1976-2016). The task is: Predict the product of the given reaction. (1) Given the reactants [NH2:1][NH:2][C:3]([C:5]1[CH:10]=[CH:9][CH:8]=[C:7]([CH3:11])[N:6]=1)=[NH:4].[CH:12]([C:15]1[CH:22]=[CH:21][C:18]([CH:19]=O)=[CH:17][CH:16]=1)([CH3:14])[CH3:13], predict the reaction product. The product is: [CH:12]([C:15]1[CH:22]=[CH:21][C:18]([C:19]2[NH:1][N:2]=[C:3]([C:5]3[CH:10]=[CH:9][CH:8]=[C:7]([CH3:11])[N:6]=3)[N:4]=2)=[CH:17][CH:16]=1)([CH3:14])[CH3:13]. (2) Given the reactants [CH3:1][N:2]([CH2:4]N(C)C)[CH3:3].[F:8][C:9]([F:22])([F:21])[O:10][C:11]1[CH:12]=[C:13]2[C:17](=[CH:18][CH:19]=1)[C:16](=[O:20])[CH2:15][CH2:14]2.C([Cl:26])(=O)C, predict the reaction product. The product is: [ClH:26].[CH3:1][N:2]([CH2:4][CH:15]1[CH2:14][C:13]2[C:17](=[CH:18][CH:19]=[C:11]([O:10][C:9]([F:22])([F:8])[F:21])[CH:12]=2)[C:16]1=[O:20])[CH3:3]. (3) The product is: [Cl:15][C:16]1[N:20]([CH3:21])[N:19]=[C:18]([CH:22]([F:24])[F:23])[C:17]=1[C:25](=[S:2])[NH:27][C:28]1[CH:36]=[CH:35][CH:34]=[C:33]2[C:29]=1[CH2:30][CH:31]([CH:39]([CH3:41])[CH3:40])[C:32]2([CH3:38])[CH3:37]. Given the reactants P12(SP3(SP(SP(S3)(S1)=S)(=S)S2)=S)=[S:2].[Cl:15][C:16]1[N:20]([CH3:21])[N:19]=[C:18]([CH:22]([F:24])[F:23])[C:17]=1[C:25]([NH:27][C:28]1[CH:36]=[CH:35][CH:34]=[C:33]2[C:29]=1[CH2:30][CH:31]([CH:39]([CH3:41])[CH3:40])[C:32]2([CH3:38])[CH3:37])=O, predict the reaction product. (4) Given the reactants [Br:1][C:2]1[CH:3]=[N:4][N:5]([CH2:7][CH2:8]Cl)[CH:6]=1.C(=O)([O-])[O-].[K+].[K+].[NH:16]1[CH2:21][CH2:20][CH2:19][CH2:18][CH2:17]1, predict the reaction product. The product is: [Br:1][C:2]1[CH:3]=[N:4][N:5]([CH2:7][CH2:8][N:16]2[CH2:21][CH2:20][CH2:19][CH2:18][CH2:17]2)[CH:6]=1. (5) Given the reactants [Br:1][C:2]1[CH:8]=[CH:7][C:5]([NH2:6])=[C:4]([N+:9]([O-:11])=[O:10])[CH:3]=1.[C:12](O[C:12]([O:14][C:15]([CH3:18])([CH3:17])[CH3:16])=[O:13])([O:14][C:15]([CH3:18])([CH3:17])[CH3:16])=[O:13], predict the reaction product. The product is: [Br:1][C:2]1[CH:8]=[CH:7][C:5]([NH:6][C:12](=[O:13])[O:14][C:15]([CH3:18])([CH3:17])[CH3:16])=[C:4]([N+:9]([O-:11])=[O:10])[CH:3]=1.